Dataset: Full USPTO retrosynthesis dataset with 1.9M reactions from patents (1976-2016). Task: Predict the reactants needed to synthesize the given product. (1) Given the product [C:1]([O:5][C:6]([N:8]1[CH2:13][CH:12]2[CH:10]([CH:11]2[CH2:14][N:15]([C:44]([C:42]2[N:41]=[CH:40][N:39]([CH3:38])[CH:43]=2)=[O:45])[CH2:16][C:17]2[CH:22]=[CH:21][CH:20]=[C:19]([O:23][C:24]([F:27])([F:25])[F:26])[CH:18]=2)[CH2:9]1)=[O:7])([CH3:4])([CH3:2])[CH3:3], predict the reactants needed to synthesize it. The reactants are: [C:1]([O:5][C:6]([N:8]1[CH2:13][CH:12]2[CH:10]([CH:11]2[CH2:14][NH:15][CH2:16][C:17]2[CH:22]=[CH:21][CH:20]=[C:19]([O:23][C:24]([F:27])([F:26])[F:25])[CH:18]=2)[CH2:9]1)=[O:7])([CH3:4])([CH3:3])[CH3:2].CCN(C(C)C)C(C)C.Cl.[CH3:38][N:39]1[CH:43]=[C:42]([C:44](Cl)=[O:45])[N:41]=[CH:40]1. (2) Given the product [CH:38]1([N:37]([CH2:36][CH:35]([O:44][CH3:45])[O:34][CH3:33])[C:30](=[O:32])[CH2:29][CH2:28][O:27][CH2:19][CH2:20][C:21]2[CH:22]=[CH:23][CH:24]=[CH:25][CH:26]=2)[CH2:43][CH2:42][CH2:41][CH2:40][CH2:39]1, predict the reactants needed to synthesize it. The reactants are: C(P1(=O)OP(CCC)(=O)OP(CCC)(=O)O1)CC.[CH2:19]([O:27][CH2:28][CH2:29][C:30]([OH:32])=O)[CH2:20][C:21]1[CH:26]=[CH:25][CH:24]=[CH:23][CH:22]=1.[CH3:33][O:34][CH:35]([O:44][CH3:45])[CH2:36][NH:37][CH:38]1[CH2:43][CH2:42][CH2:41][CH2:40][CH2:39]1.C(=O)([O-])O.[Na+].